Predict the reactants needed to synthesize the given product. From a dataset of Full USPTO retrosynthesis dataset with 1.9M reactions from patents (1976-2016). (1) Given the product [ClH:59].[CH:1]1([CH2:8][CH2:9][NH:10][C:11](=[O:58])[C@H:12]([CH3:57])[C@H:13]([C@@H:16]2[CH2:20][CH2:19][CH2:18][N:17]2[C:21](=[O:56])[CH2:22][C@@H:23]([O:54][CH3:55])[C@@H:24]([N:29]([CH3:53])[C:30](=[O:52])[C@@H:31]([NH:35][C:36]([C@@:38]2([CH3:51])[CH2:43][CH2:42][CH2:41][CH2:40][NH:39]2)=[O:37])[CH:32]([CH3:34])[CH3:33])[C@@H:25]([CH3:28])[CH2:26][CH3:27])[O:14][CH3:15])[CH:2]=[CH:3][CH:4]=[CH:5][CH:6]=[CH:7]1, predict the reactants needed to synthesize it. The reactants are: [CH:1]1([CH2:8][CH2:9][NH:10][C:11](=[O:58])[C@H:12]([CH3:57])[C@H:13]([C@@H:16]2[CH2:20][CH2:19][CH2:18][N:17]2[C:21](=[O:56])[CH2:22][C@@H:23]([O:54][CH3:55])[C@@H:24]([N:29]([CH3:53])[C:30](=[O:52])[C@@H:31]([NH:35][C:36]([C@@:38]2([CH3:51])[CH2:43][CH2:42][CH2:41][CH2:40][N:39]2C(OC(C)(C)C)=O)=[O:37])[CH:32]([CH3:34])[CH3:33])[C@@H:25]([CH3:28])[CH2:26][CH3:27])[O:14][CH3:15])[CH:7]=[CH:6][CH:5]=[CH:4][CH:3]=[CH:2]1.[ClH:59]. (2) Given the product [N:36]1[CH:35]=[CH:34][N:31]2[CH:32]=[CH:33][C:28]([CH2:27][NH:26][C:24](=[O:25])[C:23]3[CH:37]=[CH:38][C:20]([C:46]4[CH2:45][CH2:43][N:44]([C:9]5[CH:8]=[CH:7][N:6]=[CH:1][N:5]=5)[CH2:41][CH:40]=4)=[CH:21][CH:22]=3)=[CH:29][C:30]=12, predict the reactants needed to synthesize it. The reactants are: [CH2:1]([N:5]1[CH:9]=[C:8](B2OC(C)(C)C(C)(C)O2)[CH:7]=[N:6]1)C(C)C.Br[C:20]1[CH:38]=[CH:37][C:23]([C:24]([NH:26][CH2:27][C:28]2[CH:33]=[CH:32][N:31]3[CH:34]=[CH:35][N:36]=[C:30]3[CH:29]=2)=[O:25])=[CH:22][CH:21]=1.Br[C:40]1[CH:46]=[CH:45][C:43]([NH2:44])=C[CH:41]=1. (3) Given the product [CH:26]1[CH:25]=[CH:24][CH:23]=[C:22]2[C:27]=1[C:28]1[C:15]([C:16]3[C:21]2=[CH:20][CH:19]=[CH:18][CH:17]=3)=[CH:14][C:13]2=[C:30]3[C:10]([CH:11]=[C:12]2[CH:29]=1)=[C:9]([C:48]1[CH:61]=[CH:60][C:59]2[C:50](=[C:51]4[C:56](=[CH:57][CH:58]=2)[CH:55]=[CH:54][CH:53]=[N:52]4)[N:49]=1)[CH:33]=[CH:32][C:31]13[C:34]2[CH:35]=[CH:36][CH:37]=[CH:38][C:39]=2[C:40]2[C:45]1=[CH:44][CH:43]=[CH:42][CH:41]=2, predict the reactants needed to synthesize it. The reactants are: CC1(C)C(C)(C)OB([C:9]2[CH:33]=[CH:32][C:31]3([C:45]4[CH:44]=[CH:43][CH:42]=[CH:41][C:40]=4[C:39]4[C:34]3=[CH:35][CH:36]=[CH:37][CH:38]=4)[C:30]3[C:10]=2[CH:11]=[C:12]2[CH:29]=[C:28]4[C:15]([C:16]5[C:21]([C:22]6[C:27]4=[CH:26][CH:25]=[CH:24][CH:23]=6)=[CH:20][CH:19]=[CH:18][CH:17]=5)=[CH:14][C:13]2=3)O1.Cl[C:48]1[CH:61]=[CH:60][C:59]2[C:50](=[C:51]3[C:56](=[CH:57][CH:58]=2)[CH:55]=[CH:54][CH:53]=[N:52]3)[N:49]=1.C([O-])([O-])=O.[Na+].[Na+].CCO. (4) Given the product [NH2:1][C:2]1[N:11]=[CH:10][C:9]2[C:8]([NH:18][C:17]3[CH:19]=[CH:20][CH:21]=[C:15]([Br:14])[CH:16]=3)=[N:7][CH:6]=[N:5][C:4]=2[CH:3]=1, predict the reactants needed to synthesize it. The reactants are: [NH2:1][C:2]1[N:11]=[CH:10][C:9]2[C:8](SC)=[N:7][CH:6]=[N:5][C:4]=2[CH:3]=1.[Br:14][C:15]1[CH:16]=[C:17]([CH:19]=[CH:20][CH:21]=1)[NH2:18]. (5) Given the product [CH2:34]([N:22]1[CH:23]=[C:24]([C:26]2[CH:31]=[CH:30][C:29]([Cl:32])=[CH:28][C:27]=2[Cl:33])[N:25]=[C:21]1[C@@H:20]([NH:38][C:46](=[O:47])[CH2:45][CH2:44][CH2:43][CH2:42][C:41]([CH3:50])([CH3:49])[CH3:40])[CH2:19][C:16]1[CH:17]=[CH:18][C:13]([O:12][CH2:11][C:8]2[CH:9]=[CH:10][C:5]([C:4]([OH:3])=[O:39])=[CH:6][CH:7]=2)=[CH:14][CH:15]=1)[CH2:35][CH2:36][CH3:37], predict the reactants needed to synthesize it. The reactants are: Cl.C[O:3][C:4](=[O:39])[C:5]1[CH:10]=[CH:9][C:8]([CH2:11][O:12][C:13]2[CH:18]=[CH:17][C:16]([CH2:19][C@H:20]([NH2:38])[C:21]3[N:22]([CH2:34][CH2:35][CH2:36][CH3:37])[CH:23]=[C:24]([C:26]4[CH:31]=[CH:30][C:29]([Cl:32])=[CH:28][C:27]=4[Cl:33])[N:25]=3)=[CH:15][CH:14]=2)=[CH:7][CH:6]=1.[CH3:40][C:41]([CH3:50])([CH3:49])[CH2:42][CH2:43][CH2:44][CH2:45][C:46](O)=[O:47]. (6) The reactants are: [CH2:1]([S-:3])[CH3:2].[Na+].Cl[C:6]1[C:7]([C:12]([NH:14][C:15]2[CH:20]=[CH:19][CH:18]=[C:17]([C:21]([F:24])([F:23])[F:22])[N:16]=2)=[O:13])=[N:8][CH:9]=[CH:10][CH:11]=1.CN(C=O)C. Given the product [CH2:1]([S:3][C:6]1[C:7]([C:12]([NH:14][C:15]2[CH:20]=[CH:19][CH:18]=[C:17]([C:21]([F:22])([F:24])[F:23])[N:16]=2)=[O:13])=[N:8][CH:9]=[CH:10][CH:11]=1)[CH3:2], predict the reactants needed to synthesize it. (7) Given the product [CH2:35]([O:34][CH2:33][C:20]1[N:21]([CH2:22][C:23]([N:26]([CH:30]([CH3:31])[CH3:32])[C:27]([NH2:29])=[O:28])([CH3:25])[CH3:24])[C:13]2[C:12]3[CH:11]=[CH:10][C:9]([OH:8])=[CH:18][C:17]=3[N:16]=[CH:15][C:14]=2[N:19]=1)[CH3:36], predict the reactants needed to synthesize it. The reactants are: C([O:8][C:9]1[CH:10]=[CH:11][C:12]2[C:13]3[N:21]([CH2:22][C:23]([N:26]([CH:30]([CH3:32])[CH3:31])[C:27]([NH2:29])=[O:28])([CH3:25])[CH3:24])[C:20]([CH2:33][O:34][CH2:35][CH3:36])=[N:19][C:14]=3[CH:15]=[N:16][C:17]=2[CH:18]=1)C1C=CC=CC=1.